Dataset: Catalyst prediction with 721,799 reactions and 888 catalyst types from USPTO. Task: Predict which catalyst facilitates the given reaction. (1) Reactant: Cl.[NH2:2][OH:3].[OH-].[Na+].[Br:6][C:7]1[CH:8]=[C:9]([C:13](=O)[CH:14]=[C:15]([C:20]2[CH:25]=[C:24]([Cl:26])[CH:23]=[C:22]([Cl:27])[CH:21]=2)[C:16]([F:19])([F:18])[F:17])[S:10][C:11]=1[CH3:12]. Product: [Br:6][C:7]1[CH:8]=[C:9]([C:13]2[CH2:14][C:15]([C:20]3[CH:25]=[C:24]([Cl:26])[CH:23]=[C:22]([Cl:27])[CH:21]=3)([C:16]([F:19])([F:18])[F:17])[O:3][N:2]=2)[S:10][C:11]=1[CH3:12]. The catalyst class is: 14. (2) Reactant: [O:1]([C:8]1[CH:9]=[C:10]([N:14]=[C:15]=S)[CH:11]=[CH:12][CH:13]=1)[C:2]1[CH:7]=[CH:6][CH:5]=[CH:4][CH:3]=1.CO[C:19]1[CH:35]=[C:34]([NH:36][CH3:37])[C:33]([N+:38]([O-])=O)=[CH:32][C:20]=1[O:21][C:22]1[CH:27]=[CH:26][N:25]=[C:24]([C:28]([NH:30][CH3:31])=[O:29])[CH:23]=1.CI. Product: [CH3:31][NH:30][C:28]([C:24]1[CH:23]=[C:22]([O:21][C:20]2[CH:19]=[CH:35][C:34]3[N:36]([CH3:37])[C:15]([NH:14][C:10]4[CH:11]=[CH:12][CH:13]=[C:8]([O:1][C:2]5[CH:7]=[CH:6][CH:5]=[CH:4][CH:3]=5)[CH:9]=4)=[N:38][C:33]=3[CH:32]=2)[CH:27]=[CH:26][N:25]=1)=[O:29]. The catalyst class is: 5.